This data is from Full USPTO retrosynthesis dataset with 1.9M reactions from patents (1976-2016). The task is: Predict the reactants needed to synthesize the given product. (1) Given the product [NH2:1][C:4]1[CH:5]=[C:6]([C@H:10]([NH:12][C:13](=[O:22])[O:14][CH2:15][C:16]2[CH:17]=[CH:18][CH:19]=[CH:20][CH:21]=2)[CH3:11])[CH:7]=[CH:8][CH:9]=1, predict the reactants needed to synthesize it. The reactants are: [N+:1]([C:4]1[CH:5]=[C:6]([C@H:10]([NH:12][C:13](=[O:22])[O:14][CH2:15][C:16]2[CH:21]=[CH:20][CH:19]=[CH:18][CH:17]=2)[CH3:11])[CH:7]=[CH:8][CH:9]=1)([O-])=O.CCO.O. (2) Given the product [F:1][C:2]1[CH:10]=[CH:9][C:5]([C:6]([NH:11][C:12]2[S:16][C:15]([NH:17][C:18]3[CH:19]=[C:20]4[C:25](=[CH:26][CH:27]=3)[N:24]=[CH:23][CH:22]=[CH:21]4)=[N:14][C:13]=2[C:28]([NH2:30])=[O:29])=[O:7])=[CH:4][CH:3]=1, predict the reactants needed to synthesize it. The reactants are: [F:1][C:2]1[CH:10]=[CH:9][C:5]([C:6](Cl)=[O:7])=[CH:4][CH:3]=1.[NH2:11][C:12]1[S:16][C:15]([NH:17][C:18]2[CH:19]=[C:20]3[C:25](=[CH:26][CH:27]=2)[N:24]=[CH:23][CH:22]=[CH:21]3)=[N:14][C:13]=1[C:28]([NH2:30])=[O:29]. (3) Given the product [NH2:18][C:13]1[CH:14]=[CH:15][CH:16]=[CH:17][C:12]=1[CH2:11][S:8]([NH:7][CH2:6][CH2:5][O:4][CH2:3][CH2:2][OH:1])(=[O:10])=[O:9], predict the reactants needed to synthesize it. The reactants are: [OH:1][CH2:2][CH2:3][O:4][CH2:5][CH2:6][NH:7][S:8]([CH2:11][C:12]1[CH:17]=[CH:16][CH:15]=[CH:14][C:13]=1[N+:18]([O-])=O)(=[O:10])=[O:9]. (4) Given the product [NH2:11][C:6]1([C:12]#[N:13])[CH2:7][CH2:8][N:3]([CH2:1][CH3:2])[CH2:4][CH2:5]1, predict the reactants needed to synthesize it. The reactants are: [CH2:1]([N:3]1[CH2:8][CH2:7][C:6](=O)[CH2:5][CH2:4]1)[CH3:2].[Cl-].[NH4+:11].[C-:12]#[N:13].[Na+].N. (5) Given the product [NH2:9][N:8]1[CH2:7][CH2:6][O:5][CH:4]([C:17]2[CH:22]=[CH:21][CH:20]=[CH:19][CH:18]=2)[C:3]1=[O:2], predict the reactants needed to synthesize it. The reactants are: C[O:2][C:3](=O)[CH:4]([C:17]1[CH:22]=[CH:21][CH:20]=[CH:19][CH:18]=1)[O:5][CH2:6][CH2:7][NH:8][NH:9]C(OC(C)(C)C)=O.